From a dataset of Full USPTO retrosynthesis dataset with 1.9M reactions from patents (1976-2016). Predict the reactants needed to synthesize the given product. (1) Given the product [NH2:44][C@@H:31]([CH2:32][CH2:33][CH2:34][CH2:35][NH2:36])[C:30]([NH:29][C:13]1[CH:12]=[C:11]([C:10]#[C:9][C:6]2[C:5]([F:53])=[C:4]([F:54])[N:3]=[C:2]([F:1])[C:7]=2[F:8])[CH:16]=[C:15]([C:17]#[C:18][C:19]2[C:20]([F:28])=[C:21]([F:27])[N:22]=[C:23]([F:26])[C:24]=2[F:25])[CH:14]=1)=[O:52], predict the reactants needed to synthesize it. The reactants are: [F:1][C:2]1[C:7]([F:8])=[C:6]([C:9]#[C:10][C:11]2[CH:12]=[C:13]([NH:29][C:30](=[O:52])[C@@H:31]([NH:44]C(=O)OC(C)(C)C)[CH2:32][CH2:33][CH2:34][CH2:35][NH:36]C(=O)OC(C)(C)C)[CH:14]=[C:15]([C:17]#[C:18][C:19]3[C:24]([F:25])=[C:23]([F:26])[N:22]=[C:21]([F:27])[C:20]=3[F:28])[CH:16]=2)[C:5]([F:53])=[C:4]([F:54])[N:3]=1.FC(F)(F)C(O)=O. (2) Given the product [OH:9][C@H:10]([CH2:28][CH2:29][C:30]1[CH:31]=[CH:32][C:33]([C:36]2[CH:41]=[N:40][CH:39]=[N:38][CH:37]=2)=[CH:34][CH:35]=1)[C@H:11]([CH2:15][CH2:16][N:17]1[C:22](=[O:23])[C:21]2[CH:24]=[CH:25][CH:26]=[CH:27][C:20]=2[N:19]=[N:18]1)[C:12]([OH:14])=[O:13], predict the reactants needed to synthesize it. The reactants are: C(=O)([O-])[O-].[K+].[K+].C([O:9][C@H:10]([CH2:28][CH2:29][C:30]1[CH:35]=[CH:34][C:33]([C:36]2[CH:37]=[N:38][CH:39]=[N:40][CH:41]=2)=[CH:32][CH:31]=1)[C@H:11]([CH2:15][CH2:16][N:17]1[C:22](=[O:23])[C:21]2[CH:24]=[CH:25][CH:26]=[CH:27][C:20]=2[N:19]=[N:18]1)[C:12]([OH:14])=[O:13])=O.O1CCCC1. (3) Given the product [F:1][C:2]1[CH:7]=[C:6]([F:8])[CH:5]=[CH:4][C:3]=1[C@:9]1([CH2:17][I:18])[O:13][CH2:12][C@@H:11]([CH2:14][OH:15])[CH2:10]1, predict the reactants needed to synthesize it. The reactants are: [F:1][C:2]1[CH:7]=[C:6]([F:8])[CH:5]=[CH:4][C:3]=1[C@:9]1([CH2:17][I:18])[O:13][CH2:12][C@@H:11]([C:14](O)=[O:15])[CH2:10]1.[BH4-].[Na+].B(F)(F)F. (4) Given the product [ClH:24].[F:23][C:4]1[C:5]([F:22])=[C:6]([N:9]2[CH2:14][CH2:13][NH:12][CH2:11][CH2:10]2)[C:7]([F:8])=[C:2]([F:1])[N:3]=1, predict the reactants needed to synthesize it. The reactants are: [F:1][C:2]1[C:7]([F:8])=[C:6]([N:9]2[CH2:14][CH2:13][N:12](CC3C=CC=CC=3)[CH2:11][CH2:10]2)[C:5]([F:22])=[C:4]([F:23])[N:3]=1.[Cl:24]C(OCCCl)=O.